This data is from Catalyst prediction with 721,799 reactions and 888 catalyst types from USPTO. The task is: Predict which catalyst facilitates the given reaction. (1) Reactant: C(OC(=O)[NH:7][CH2:8][C:9]1[NH:10][N:11]=[C:12]([C:14]2[O:18][C:17]([C:19]3[CH:24]=[CH:23][CH:22]=[CH:21][CH:20]=3)=[N:16][C:15]=2[CH3:25])[CH:13]=1)(C)(C)C.FC(F)(F)C(O)=O. Product: [CH3:25][C:15]1[N:16]=[C:17]([C:19]2[CH:24]=[CH:23][CH:22]=[CH:21][CH:20]=2)[O:18][C:14]=1[C:12]1[CH:13]=[C:9]([CH2:8][NH2:7])[NH:10][N:11]=1. The catalyst class is: 2. (2) Reactant: [ClH:1].[C:2]([CH2:4][C:5]1[C:14]([O:15][CH3:16])=[C:13]2[O:17][C:18]([CH3:21])([CH3:20])[CH2:19][C:12]2=[C:11]2[C:6]=1[CH2:7][C:8]([CH3:32])([CH3:31])[N:9]=[C:10]2[C:22]1[CH:23]=[C:24]([CH:28]=[CH:29][CH:30]=1)[C:25](O)=[O:26])#[N:3].[CH2:33]([N:35](CC)CC)C.Cl.CN.C(OCC)(=O)C. Product: [ClH:1].[C:2]([CH2:4][C:5]1[C:14]([O:15][CH3:16])=[C:13]2[O:17][C:18]([CH3:21])([CH3:20])[CH2:19][C:12]2=[C:11]2[C:6]=1[CH2:7][C:8]([CH3:32])([CH3:31])[N:9]=[C:10]2[C:22]1[CH:23]=[C:24]([CH:28]=[CH:29][CH:30]=1)[C:25]([NH:35][CH3:33])=[O:26])#[N:3]. The catalyst class is: 9.